Dataset: Full USPTO retrosynthesis dataset with 1.9M reactions from patents (1976-2016). Task: Predict the reactants needed to synthesize the given product. (1) Given the product [N+:8]([C:5]1[CH:6]=[CH:7][C:2]([C:16]#[C:15][Si:11]([CH3:14])([CH3:13])[CH3:12])=[N:3][CH:4]=1)([O-:10])=[O:9], predict the reactants needed to synthesize it. The reactants are: Br[C:2]1[CH:7]=[CH:6][C:5]([N+:8]([O-:10])=[O:9])=[CH:4][N:3]=1.[Si:11]([C:15]#[CH:16])([CH3:14])([CH3:13])[CH3:12]. (2) Given the product [F:34][C:20]([F:19])([F:33])[C:21]1[CH:22]=[C:23]([N:27]2[CH2:32][CH2:31][N:30]([C:2]([Cl:1])=[O:4])[CH2:29][CH2:28]2)[CH:24]=[CH:25][CH:26]=1, predict the reactants needed to synthesize it. The reactants are: [Cl:1][C:2](Cl)([O:4]C(=O)OC(Cl)(Cl)Cl)Cl.N1C=CC=CC=1.[F:19][C:20]([F:34])([F:33])[C:21]1[CH:22]=[C:23]([N:27]2[CH2:32][CH2:31][NH:30][CH2:29][CH2:28]2)[CH:24]=[CH:25][CH:26]=1. (3) Given the product [Br:22][C:15]1[C:16]2[C:21](=[CH:20][CH:19]=[CH:18][CH:17]=2)[C:12]([NH:11][C:8]2[CH:9]=[CH:10][C:5]([C:1]([CH3:4])([CH3:2])[CH3:3])=[CH:6][CH:7]=2)=[N:13][CH:14]=1, predict the reactants needed to synthesize it. The reactants are: [C:1]([C:5]1[CH:10]=[CH:9][C:8]([NH:11][C:12]2[C:21]3[C:16](=[CH:17][CH:18]=[CH:19][CH:20]=3)[CH:15]=[CH:14][N:13]=2)=[CH:7][CH:6]=1)([CH3:4])([CH3:3])[CH3:2].[Br-:22].[Br-].[Br-].C1([N+](C)(C)C)C=CC=CC=1.C1([N+](C)(C)C)C=CC=CC=1.C1([N+](C)(C)C)C=CC=CC=1.CCCCCC. (4) The reactants are: [NH2:1][C:2]1[N:6]([C:7]2[CH:12]=[CH:11][CH:10]=[C:9]([N+:13]([O-:15])=[O:14])[CH:8]=2)[N:5]=[CH:4][C:3]=1C#N.P(=O)(O)(O)O.[OH-].[NH4+]. Given the product [NH2:1][C:2]1[N:6]([C:7]2[CH:12]=[CH:11][CH:10]=[C:9]([N+:13]([O-:15])=[O:14])[CH:8]=2)[N:5]=[CH:4][CH:3]=1, predict the reactants needed to synthesize it. (5) Given the product [CH2:7]([O:6][C:5]([NH:4][CH2:3][CH2:2][NH:1][C:15]([NH:1][CH2:2][CH2:3][NH:4][C:5](=[O:14])[O:6][CH2:7][C:8]1[CH:9]=[CH:10][CH:11]=[CH:12][CH:13]=1)=[S:17])=[O:14])[C:8]1[CH:9]=[CH:10][CH:11]=[CH:12][CH:13]=1, predict the reactants needed to synthesize it. The reactants are: [NH2:1][CH2:2][CH2:3][NH:4][C:5](=[O:14])[O:6][CH2:7][C:8]1[CH:13]=[CH:12][CH:11]=[CH:10][CH:9]=1.[C:15](=[S:17])=S. (6) The reactants are: Br[C:2]1[CH:10]=[C:9]2[C:5]([CH2:6][CH2:7][CH:8]2[NH:11][C:12](=[O:18])[O:13][C:14]([CH3:17])([CH3:16])[CH3:15])=[CH:4][CH:3]=1.[CH3:19][C:20]1([CH3:36])[C:24]([CH3:26])([CH3:25])[O:23][B:22]([B:22]2[O:23][C:24]([CH3:26])([CH3:25])[C:20]([CH3:36])([CH3:19])[O:21]2)[O:21]1.ClCCl.CC([O-])=O.[K+]. Given the product [CH3:19][C:20]1([CH3:36])[C:24]([CH3:26])([CH3:25])[O:23][B:22]([C:2]2[CH:10]=[C:9]3[C:5]([CH2:6][CH2:7][CH:8]3[NH:11][C:12](=[O:18])[O:13][C:14]([CH3:17])([CH3:16])[CH3:15])=[CH:4][CH:3]=2)[O:21]1, predict the reactants needed to synthesize it.